This data is from Forward reaction prediction with 1.9M reactions from USPTO patents (1976-2016). The task is: Predict the product of the given reaction. (1) Given the reactants [CH3:1][O:2][C:3]1[CH:12]=[C:11]([O:13][CH3:14])[CH:10]=[C:9]2[C:4]=1[C:5](=[O:28])[NH:6][C:7]([C:15]1[C:20]([NH:21][CH:22]3[CH2:27][CH2:26][NH:25][CH2:24][CH2:23]3)=[CH:19][CH:18]=[CH:17][N:16]=1)=[N:8]2.[CH3:29][C:30]1([CH3:33])[CH2:32][O:31]1, predict the reaction product. The product is: [OH:31][C:30]([CH3:33])([CH3:32])[CH2:29][N:25]1[CH2:26][CH2:27][CH:22]([NH:21][C:20]2[C:15]([C:7]3[NH:6][C:5](=[O:28])[C:4]4[C:9](=[CH:10][C:11]([O:13][CH3:14])=[CH:12][C:3]=4[O:2][CH3:1])[N:8]=3)=[N:16][CH:17]=[CH:18][CH:19]=2)[CH2:23][CH2:24]1. (2) Given the reactants C(OC(=O)[NH:10][C:11]1[C:12]([F:46])=[C:13]2[C:17](=[CH:18][CH:19]=1)[N:16]([C:20]([C:33]1[CH:38]=[CH:37][CH:36]=[CH:35][CH:34]=1)([C:27]1[CH:32]=[CH:31][CH:30]=[CH:29][CH:28]=1)[C:21]1[CH:26]=[CH:25][CH:24]=[CH:23][CH:22]=1)[N:15]=[C:14]2[C:39]1[CH:44]=[CH:43][CH:42]=[C:41]([F:45])[CH:40]=1)C1C=CC=CC=1, predict the reaction product. The product is: [F:46][C:12]1[C:11]([NH2:10])=[CH:19][CH:18]=[C:17]2[C:13]=1[C:14]([C:39]1[CH:44]=[CH:43][CH:42]=[C:41]([F:45])[CH:40]=1)=[N:15][N:16]2[C:20]([C:27]1[CH:28]=[CH:29][CH:30]=[CH:31][CH:32]=1)([C:33]1[CH:38]=[CH:37][CH:36]=[CH:35][CH:34]=1)[C:21]1[CH:22]=[CH:23][CH:24]=[CH:25][CH:26]=1. (3) Given the reactants [I-].[CH3:2][O:3][C:4](=[O:29])[CH2:5][C:6]1[C:15]2[C:10](=[CH:11][CH:12]=[CH:13][CH:14]=2)[C:9]([S+:16]([C:23]2[CH:28]=[CH:27][CH:26]=[CH:25][CH:24]=2)[C:17]2[CH:22]=[CH:21][CH:20]=[CH:19][CH:18]=2)=[CH:8][CH:7]=1.[F:30][C:31]([F:43])([S:39]([O-:42])(=[O:41])=[O:40])[CH2:32][O:33][C:34](=[O:38])[C:35]([CH3:37])=[CH2:36].C([NH+](CC)CC)C.O, predict the reaction product. The product is: [F:43][C:31]([F:30])([S:39]([O-:42])(=[O:41])=[O:40])[CH2:32][O:33][C:34](=[O:38])[C:35]([CH3:37])=[CH2:36].[CH3:2][O:3][C:4](=[O:29])[CH2:5][C:6]1[C:15]2[C:10](=[CH:11][CH:12]=[CH:13][CH:14]=2)[C:9]([S+:16]([C:17]2[CH:18]=[CH:19][CH:20]=[CH:21][CH:22]=2)[C:23]2[CH:24]=[CH:25][CH:26]=[CH:27][CH:28]=2)=[CH:8][CH:7]=1. (4) Given the reactants C[O:2][C:3]([C@H:5]1[CH2:10][CH2:9][C@H:8]([O:11][C:12]2[CH:17]=[C:16]([F:18])[CH:15]=[C:14]([F:19])[CH:13]=2)[CH2:7][CH2:6]1)=O.O.[NH2:21][NH2:22], predict the reaction product. The product is: [F:19][C:14]1[CH:13]=[C:12]([CH:17]=[C:16]([F:18])[CH:15]=1)[O:11][C@H:8]1[CH2:9][CH2:10][C@H:5]([C:3]([NH:21][NH2:22])=[O:2])[CH2:6][CH2:7]1. (5) Given the reactants COC1C=CC(C[O:8][C:9]2[CH:10]=[C:11]([CH:15]=[CH:16][N:17]=2)[C:12]([OH:14])=[O:13])=CC=1.C1(OC)C=CC=CC=1, predict the reaction product. The product is: [O:8]=[C:9]1[CH:10]=[C:11]([C:12]([OH:14])=[O:13])[CH:15]=[CH:16][NH:17]1. (6) Given the reactants [CH3:1][C:2]1[N:6]([C:7]2[CH:15]=[CH:14][C:10]([C:11]([OH:13])=O)=[CH:9][C:8]=2[C:16]([F:19])([F:18])[F:17])[C:5]2[CH2:20][CH2:21][CH2:22][C:4]=2[N:3]=1.C(N(C(C)C)CC)(C)C.[Cl:32][C:33]1[CH:44]=[CH:43][C:36]2[NH:37][C:38]([C@@H:40]([NH2:42])[CH3:41])=[N:39][C:35]=2[CH:34]=1.ClCl, predict the reaction product. The product is: [Cl:32][C:33]1[CH:44]=[CH:43][C:36]2[NH:37][C:38]([C@@H:40]([NH:42][C:11](=[O:13])[C:10]3[CH:14]=[CH:15][C:7]([N:6]4[C:5]5[CH2:20][CH2:21][CH2:22][C:4]=5[N:3]=[C:2]4[CH3:1])=[C:8]([C:16]([F:19])([F:17])[F:18])[CH:9]=3)[CH3:41])=[N:39][C:35]=2[CH:34]=1.